Dataset: Reaction yield outcomes from USPTO patents with 853,638 reactions. Task: Predict the reaction yield, written as a fraction of the theoretical maximum amount of product (1.0 means a 100% yield; for example, 0.34 means a 34% yield). (1) The reactants are [O:1]1[CH:5]=[CH:4][C:3]([CH:6]([OH:22])[CH:7]([CH2:11][C:12]2[CH:17]=[CH:16][C:15]([C:18]([F:21])([F:20])[F:19])=[CH:14][CH:13]=2)C(O)=O)=[CH:2]1.C1(P(N=[N+]=[N-])(C2C=CC=CC=2)=O)C=CC=CC=1.C([N:42]([CH2:45]C)CC)C.[OH2:47]. The catalyst is O1CCCC1. The product is [O:1]1[CH:5]=[CH:4][C:3]([CH:6]2[O:22][C:45](=[O:47])[NH:42][CH:7]2[CH2:11][C:12]2[CH:13]=[CH:14][C:15]([C:18]([F:19])([F:20])[F:21])=[CH:16][CH:17]=2)=[CH:2]1. The yield is 0.830. (2) The reactants are [S:1](=[O:37])(=[O:36])([O:3][CH2:4][C@@H:5]1[C@@H:12]2[C@@H:8]([O:9]C(C)(C)[O:11]2)[C@H:7]([N:15]2[CH:23]=[N:22][C:21]3[C:16]2=[N:17][CH:18]=[N:19][C:20]=3[C:24]#[C:25][C:26]2[CH:31]=[CH:30][CH:29]=[CH:28][C:27]=2[C:32]([F:35])([F:34])[F:33])[O:6]1)[NH2:2]. The catalyst is C(O)(C(F)(F)F)=O.O. The product is [S:1](=[O:36])(=[O:37])([O:3][CH2:4][C@@H:5]1[C@@H:12]([OH:11])[C@@H:8]([OH:9])[C@H:7]([N:15]2[CH:23]=[N:22][C:21]3[C:16]2=[N:17][CH:18]=[N:19][C:20]=3[C:24]#[C:25][C:26]2[CH:31]=[CH:30][CH:29]=[CH:28][C:27]=2[C:32]([F:35])([F:34])[F:33])[O:6]1)[NH2:2]. The yield is 0.520. (3) The reactants are [CH3:1][O:2][C:3](=[O:27])[CH:4]([C:16]1[CH:21]=[CH:20][C:19]([S:22]([CH3:25])(=[O:24])=[O:23])=[C:18]([Cl:26])[CH:17]=1)[CH2:5][CH:6]1[CH2:15][CH2:14][C:9]2(OCC[O:10]2)[CH2:8][CH2:7]1.Cl. The catalyst is CC(C)=O.O. The product is [CH3:1][O:2][C:3](=[O:27])[CH:4]([C:16]1[CH:21]=[CH:20][C:19]([S:22]([CH3:25])(=[O:24])=[O:23])=[C:18]([Cl:26])[CH:17]=1)[CH2:5][CH:6]1[CH2:15][CH2:14][C:9](=[O:10])[CH2:8][CH2:7]1. The yield is 1.00.